This data is from Full USPTO retrosynthesis dataset with 1.9M reactions from patents (1976-2016). The task is: Predict the reactants needed to synthesize the given product. Given the product [CH2:1]([O:3][C:4](=[O:28])[C@@H:5]([CH2:12][C:13]1[C:14]([CH2:23][O:24][C:25](=[O:27])[CH3:26])=[C:15]2[C:19](=[C:20]([CH3:29])[CH:21]=1)[NH:18][N:17]=[CH:16]2)[CH2:6][C:7]([O:9][CH2:10][CH3:11])=[O:8])[CH3:2], predict the reactants needed to synthesize it. The reactants are: [CH2:1]([O:3][C:4](=[O:28])[C@@H:5]([CH2:12][C:13]1[C:14]([CH2:23][O:24][C:25](=[O:27])[CH3:26])=[C:15]2[C:19](=[C:20](Br)[CH:21]=1)[NH:18][N:17]=[CH:16]2)[CH2:6][C:7]([O:9][CH2:10][CH3:11])=[O:8])[CH3:2].[CH3:29][Sn](C)(C)C.